This data is from Reaction yield outcomes from USPTO patents with 853,638 reactions. The task is: Predict the reaction yield, written as a fraction of the theoretical maximum amount of product (1.0 means a 100% yield; for example, 0.34 means a 34% yield). The reactants are I.C[O:3][C:4]1[CH:21]=[CH:20][C:7]2[C:8]([C:11]3[CH:16]=[CH:15][C:14]([O:17]C)=[CH:13][C:12]=3[CH3:19])=[N:9][O:10][C:6]=2[CH:5]=1.C(O)(=O)C.C(OC(=O)C)(=O)C. The catalyst is O. The product is [OH:17][C:14]1[CH:15]=[CH:16][C:11]([C:8]2[C:7]3[CH:20]=[CH:21][C:4]([OH:3])=[CH:5][C:6]=3[O:10][N:9]=2)=[C:12]([CH3:19])[CH:13]=1. The yield is 0.700.